This data is from Reaction yield outcomes from USPTO patents with 853,638 reactions. The task is: Predict the reaction yield, written as a fraction of the theoretical maximum amount of product (1.0 means a 100% yield; for example, 0.34 means a 34% yield). (1) The reactants are [CH3:1][S:2][C:3]1[S:4][C:5]2[CH:11]=[C:10]([CH2:12][NH:13][C:14]3[C:19]([NH2:20])=[CH:18][C:17]([C:21]([F:24])([F:23])[F:22])=[CH:16][N:15]=3)[CH:9]=[CH:8][C:6]=2[N:7]=1.[CH2:25](OC(OCC)OCC)C. The catalyst is C(O)=O. The product is [CH3:1][S:2][C:3]1[S:4][C:5]2[CH:11]=[C:10]([CH2:12][N:13]3[C:14]4=[N:15][CH:16]=[C:17]([C:21]([F:24])([F:22])[F:23])[CH:18]=[C:19]4[N:20]=[CH:25]3)[CH:9]=[CH:8][C:6]=2[N:7]=1. The yield is 0.793. (2) The reactants are COC1C=CC(C[N:8](CC2C=CC(OC)=CC=2)[C:9]2[N:14]=[C:13]([CH3:15])[N:12]=[C:11]([C:16]3[N:20]4[CH:21]=[CH:22][CH:23]=[CH:24][C:19]4=[N:18][C:17]=3[NH:25][C:26]3[CH:27]=[N:28][C:29]([O:32][CH3:33])=[CH:30][CH:31]=3)[N:10]=2)=CC=1.FC(F)(F)S(O)(=O)=O.FC(F)(F)C(O)=O. No catalyst specified. The product is [NH2:8][C:9]1[N:14]=[C:13]([CH3:15])[N:12]=[C:11]([C:16]2[N:20]3[CH:21]=[CH:22][CH:23]=[CH:24][C:19]3=[N:18][C:17]=2[NH:25][C:26]2[CH:27]=[N:28][C:29]([O:32][CH3:33])=[CH:30][CH:31]=2)[N:10]=1. The yield is 0.950. (3) The reactants are [S:1]1[CH2:6][CH2:5][CH:4]([CH2:7][NH2:8])[CH2:3][CH2:2]1.Cl[C:10]1[CH:11]=[CH:12][C:13]2[N:14]([C:16]([C:19]3[CH:24]=[CH:23][CH:22]=[C:21]([O:25][C:26]([F:29])([F:28])[F:27])[CH:20]=3)=[CH:17][N:18]=2)[N:15]=1.CCN(C(C)C)C(C)C.[F-].[Cs+]. The catalyst is CS(C)=O. The product is [S:1]1[CH2:6][CH2:5][CH:4]([CH2:7][NH:8][C:10]2[CH:11]=[CH:12][C:13]3[N:14]([C:16]([C:19]4[CH:24]=[CH:23][CH:22]=[C:21]([O:25][C:26]([F:27])([F:29])[F:28])[CH:20]=4)=[CH:17][N:18]=3)[N:15]=2)[CH2:3][CH2:2]1. The yield is 0.300.